Dataset: Peptide-MHC class I binding affinity with 185,985 pairs from IEDB/IMGT. Task: Regression. Given a peptide amino acid sequence and an MHC pseudo amino acid sequence, predict their binding affinity value. This is MHC class I binding data. (1) The MHC is HLA-B39:01 with pseudo-sequence HLA-B39:01. The peptide sequence is TGIVSSMHY. The binding affinity (normalized) is 0.0847. (2) The peptide sequence is MLPESDLDK. The MHC is HLA-A03:01 with pseudo-sequence HLA-A03:01. The binding affinity (normalized) is 0.202. (3) The peptide sequence is AIIRILQQL. The MHC is HLA-A02:16 with pseudo-sequence HLA-A02:16. The binding affinity (normalized) is 0.936. (4) The peptide sequence is MAGCGYLMF. The MHC is HLA-B35:01 with pseudo-sequence HLA-B35:01. The binding affinity (normalized) is 0.936. (5) The peptide sequence is QEADNMITEM. The MHC is HLA-B18:01 with pseudo-sequence HLA-B18:01. The binding affinity (normalized) is 0.325. (6) The peptide sequence is LESAQPGLL. The MHC is HLA-B40:01 with pseudo-sequence HLA-B40:01. The binding affinity (normalized) is 0.538. (7) The peptide sequence is KVIDLGCGR. The MHC is HLA-A31:01 with pseudo-sequence HLA-A31:01. The binding affinity (normalized) is 0.156.